This data is from Reaction yield outcomes from USPTO patents with 853,638 reactions. The task is: Predict the reaction yield, written as a fraction of the theoretical maximum amount of product (1.0 means a 100% yield; for example, 0.34 means a 34% yield). (1) The reactants are C(NC(C)C)(C)C.[Li]CCCC.[CH3:13][C:14]1[CH:19]=[N:18][CH:17]=[CH:16][N:15]=1.[C:20](OC)(=[O:27])[C:21]1[CH:26]=[CH:25][CH:24]=[CH:23][CH:22]=1. The catalyst is C1COCC1. The product is [C:21]1([C:20](=[O:27])[CH2:13][C:14]2[CH:19]=[N:18][CH:17]=[CH:16][N:15]=2)[CH:26]=[CH:25][CH:24]=[CH:23][CH:22]=1. The yield is 0.333. (2) The reactants are [Br:1][C:2]1[CH:7]=[CH:6][CH:5]=[C:4]([CH2:8]Br)[CH:3]=1.[CH:10]1([Mg]Br)[CH2:13][CH2:12][CH2:11]1. No catalyst specified. The product is [Br:1][C:2]1[CH:7]=[CH:6][CH:5]=[C:4]([CH2:8][CH:10]2[CH2:13][CH2:12][CH2:11]2)[CH:3]=1. The yield is 0.0800. (3) The reactants are C[O:2][C:3](=[O:43])[CH:4]([NH:25][C:26](=[O:42])[C:27]1[CH:32]=[C:31]([Cl:33])[CH:30]=[CH:29][C:28]=1[N:34]1[CH2:39][CH:38]([CH3:40])[CH2:37][CH:36]([CH3:41])[CH2:35]1)[CH2:5][C:6]1[CH:11]=[CH:10][C:9]([C:12]2[CH:17]=[CH:16][CH:15]=[CH:14][C:13]=2[O:18][C:19]2[CH:24]=[CH:23][CH:22]=[CH:21][CH:20]=2)=[CH:8][CH:7]=1.[Li+].[OH-]. The catalyst is C1COCC1. The product is [Cl:33][C:31]1[CH:30]=[CH:29][C:28]([N:34]2[CH2:39][CH:38]([CH3:40])[CH2:37][CH:36]([CH3:41])[CH2:35]2)=[C:27]([CH:32]=1)[C:26]([NH:25][CH:4]([CH2:5][C:6]1[CH:7]=[CH:8][C:9]([C:12]2[CH:17]=[CH:16][CH:15]=[CH:14][C:13]=2[O:18][C:19]2[CH:20]=[CH:21][CH:22]=[CH:23][CH:24]=2)=[CH:10][CH:11]=1)[C:3]([OH:43])=[O:2])=[O:42]. The yield is 0.930. (4) The reactants are [CH:1]([C:3]1[CH:4]=[CH:5][C:6]([N:11]2[CH:15]=[N:14][C:13]([N+:16]([O-:18])=[O:17])=[N:12]2)=[C:7]([CH:10]=1)[C:8]#[N:9])=O.[C:19]([O-])([O-])=O.[K+].[K+]. The catalyst is O1CCOCC1.[Br-].C[P+](C1C=CC=CC=1)(C1C=CC=CC=1)C1C=CC=CC=1. The product is [N+:16]([C:13]1[N:14]=[CH:15][N:11]([C:6]2[CH:5]=[CH:4][C:3]([CH:1]=[CH2:19])=[CH:10][C:7]=2[C:8]#[N:9])[N:12]=1)([O-:18])=[O:17]. The yield is 0.700. (5) The reactants are [NH2:1][C:2]1[CH:7]=[CH:6][CH:5]=[CH:4][CH:3]=1.[C:8]1([S:14](Cl)(=[O:16])=[O:15])[CH:13]=[CH:12][CH:11]=[CH:10][CH:9]=1. No catalyst specified. The product is [C:2]1([NH:1][S:14]([C:8]2[CH:13]=[CH:12][CH:11]=[CH:10][CH:9]=2)(=[O:16])=[O:15])[CH:7]=[CH:6][CH:5]=[CH:4][CH:3]=1. The yield is 0.900.